Task: Predict which catalyst facilitates the given reaction.. Dataset: Catalyst prediction with 721,799 reactions and 888 catalyst types from USPTO (1) Reactant: [Cl:1][C:2]1[N:7]=[CH:6][NH:5][C:4]2=[N:8][CH:9]=[CH:10][C:3]=12.C1C(=O)N([Cl:18])C(=O)C1. Product: [Cl:1][C:2]1[N:7]=[CH:6][NH:5][C:4]2=[N:8][CH:9]=[C:10]([Cl:18])[C:3]=12. The catalyst class is: 2. (2) Reactant: [F:1][C:2]1[C:7]([F:8])=[CH:6][CH:5]=[CH:4][C:3]=1[C:9]1([C:15]([CH:17]([C:23]([O:25]CC)=O)[C:18]([O:20][CH2:21][CH3:22])=[O:19])=[O:16])[CH2:14][CH2:13][O:12][CH2:11][CH2:10]1. Product: [F:8][C:7]1[C:2]([F:1])=[C:3]2[C:4]([CH:23]([OH:25])[CH:17]([C:18]([O:20][CH2:21][CH3:22])=[O:19])[C:15](=[O:16])[C:9]32[CH2:14][CH2:13][O:12][CH2:11][CH2:10]3)=[CH:5][CH:6]=1. The catalyst class is: 82. (3) Reactant: C[O:2][C:3]1[CH:8]=[CH:7][C:6]([C:9]([C:11]2[CH:16]=[CH:15][CH:14]=[CH:13][N:12]=2)=[O:10])=[CH:5][CH:4]=1.B(Br)(Br)Br. Product: [OH:2][C:3]1[CH:8]=[CH:7][C:6]([C:9]([C:11]2[CH:16]=[CH:15][CH:14]=[CH:13][N:12]=2)=[O:10])=[CH:5][CH:4]=1. The catalyst class is: 2. (4) Reactant: Cl.[CH2:2]1[C:5]2([CH2:10][CH2:9][N:8]([C:11]([O:13][CH2:14][C:15]3[CH:20]=[C:19]([Cl:21])[CH:18]=[C:17]([Cl:22])[CH:16]=3)=[O:12])[CH2:7][CH2:6]2)[CH2:4][NH:3]1.[O:23]=[C:24]1[NH:28][C:27]2[CH:29]=[CH:30][C:31]([CH:33]=O)=[CH:32][C:26]=2[O:25]1.C(O[BH-](OC(=O)C)OC(=O)C)(=O)C.[Na+].C(O)(=O)C. Product: [O:23]=[C:24]1[NH:28][C:27]2[CH:29]=[CH:30][C:31]([CH2:33][N:3]3[CH2:4][C:5]4([CH2:6][CH2:7][N:8]([C:11]([O:13][CH2:14][C:15]5[CH:20]=[C:19]([Cl:21])[CH:18]=[C:17]([Cl:22])[CH:16]=5)=[O:12])[CH2:9][CH2:10]4)[CH2:2]3)=[CH:32][C:26]=2[O:25]1. The catalyst class is: 7. (5) Reactant: IC.[Br:3][C:4]1[C:5]([OH:10])=[N:6][CH:7]=[CH:8][CH:9]=1.[C:11](=O)([O-])[O-].[K+].[K+].CN(C)C=O. Product: [Br:3][C:4]1[C:5](=[O:10])[N:6]([CH3:11])[CH:7]=[CH:8][CH:9]=1. The catalyst class is: 6. (6) Reactant: [Br:1]Br.[F:3][C:4]1[CH:5]=[C:6]([C:12]2[CH:16]=[C:15]([NH:17][C:18]([C@@H:20]3[CH2:22][C@H:21]3[CH3:23])=[O:19])[S:14][N:13]=2)[CH:7]=[CH:8][C:9]=1[O:10][CH3:11].[O-]S([O-])(=S)=O.[Na+].[Na+]. Product: [Br:1][C:16]1[C:12]([C:6]2[CH:7]=[CH:8][C:9]([O:10][CH3:11])=[C:4]([F:3])[CH:5]=2)=[N:13][S:14][C:15]=1[NH:17][C:18]([C@@H:20]1[CH2:22][C@H:21]1[CH3:23])=[O:19]. The catalyst class is: 317. (7) Reactant: [F:1][C:2]1[C:9]([CH2:10]O)=[CH:8][C:5]([C:6]#[N:7])=[C:4]([C:12]([F:15])([F:14])[F:13])[CH:3]=1.C(N(CC)CC)C.CS(Cl)(=O)=O.O. Product: [F:1][C:2]1[C:9]([CH3:10])=[CH:8][C:5]([C:6]#[N:7])=[C:4]([C:12]([F:13])([F:14])[F:15])[CH:3]=1. The catalyst class is: 7.